Dataset: Catalyst prediction with 721,799 reactions and 888 catalyst types from USPTO. Task: Predict which catalyst facilitates the given reaction. (1) Reactant: [C:1]1([C:29]2[CH:34]=[CH:33][CH:32]=[CH:31][CH:30]=2)[CH:6]=[CH:5][C:4]([NH:7][C:8]([C:10]2[CH:18]=[CH:17][C:13]([C:14]([OH:16])=O)=[C:12]([NH:19][C:20](=[O:28])[CH2:21][N:22]3[CH2:27][CH2:26][O:25][CH2:24][CH2:23]3)[CH:11]=2)=[O:9])=[CH:3][CH:2]=1.[CH:35]1([NH2:38])[CH2:37][CH2:36]1.F[P-](F)(F)(F)(F)F.N1(O[P+](N2CCCC2)(N2CCCC2)N2CCCC2)C2C=CC=CC=2N=N1.C(N(C(C)C)CC)(C)C. Product: [C:1]1([C:29]2[CH:34]=[CH:33][CH:32]=[CH:31][CH:30]=2)[CH:2]=[CH:3][C:4]([NH:7][C:8](=[O:9])[C:10]2[CH:18]=[CH:17][C:13]([C:14]([NH:38][CH:35]3[CH2:37][CH2:36]3)=[O:16])=[C:12]([NH:19][C:20](=[O:28])[CH2:21][N:22]3[CH2:23][CH2:24][O:25][CH2:26][CH2:27]3)[CH:11]=2)=[CH:5][CH:6]=1. The catalyst class is: 3. (2) The catalyst class is: 18. Product: [F:1][C:2]1([F:22])[CH2:5][CH:4]([CH2:6][O:7][C:8]2[C:9]3[N:10]([C:15]([C:19]([NH:57][CH:58]([CH2:63][CH2:64][CH2:65][C:66]([F:67])([F:68])[F:69])[C:59]([OH:61])([CH3:62])[CH3:60])=[O:21])=[C:16]([CH3:18])[N:17]=3)[CH:11]=[C:12]([CH3:14])[CH:13]=2)[CH2:3]1. Reactant: [F:1][C:2]1([F:22])[CH2:5][CH:4]([CH2:6][O:7][C:8]2[C:9]3[N:10]([C:15]([C:19]([OH:21])=O)=[C:16]([CH3:18])[N:17]=3)[CH:11]=[C:12]([CH3:14])[CH:13]=2)[CH2:3]1.CN(C(ON1N=NC2C=CC=NC1=2)=[N+](C)C)C.F[P-](F)(F)(F)(F)F.C(N(CC)C(C)C)(C)C.Cl.[NH2:57][CH:58]([CH2:63][CH2:64][CH2:65][C:66]([F:69])([F:68])[F:67])[C:59]([CH3:62])([OH:61])[CH3:60]. (3) Reactant: [C:1](=[O:4])([O-])[O-:2].[NH2:5][C:6]1[CH:7]=[CH:8][C:9]2[O:14][C:13]([CH3:16])([CH3:15])[CH:12]=[CH:11][C:10]=2[CH:17]=1.C(N(CC)C(C)C)(C)C. Product: [C:1](=[O:4])([OH:2])[NH2:5].[NH2:5][C:6]1[CH:7]=[CH:8][C:9]2[O:14][C:13]([CH3:15])([CH3:16])[CH:12]=[CH:11][C:10]=2[CH:17]=1. The catalyst class is: 44. (4) Reactant: [F:1][C:2]1[CH:7]=[CH:6][CH:5]=[CH:4][C:3]=1[C:8]1[N:13]=[C:12]2[C:14](I)=[CH:15][N:16]([S:17]([C:20]3[CH:26]=[CH:25][C:23]([CH3:24])=[CH:22][CH:21]=3)(=[O:19])=[O:18])[C:11]2=[CH:10][CH:9]=1.[B:28]1([B:28]2[O:32][C:31]([CH3:34])([CH3:33])[C:30]([CH3:36])([CH3:35])[O:29]2)[O:32][C:31]([CH3:34])([CH3:33])[C:30]([CH3:36])([CH3:35])[O:29]1.C([O-])(=O)C.[K+]. Product: [F:1][C:2]1[CH:7]=[CH:6][CH:5]=[CH:4][C:3]=1[C:8]1[N:13]=[C:12]2[C:14]([B:28]3[O:32][C:31]([CH3:34])([CH3:33])[C:30]([CH3:36])([CH3:35])[O:29]3)=[CH:15][N:16]([S:17]([C:20]3[CH:26]=[CH:25][C:23]([CH3:24])=[CH:22][CH:21]=3)(=[O:19])=[O:18])[C:11]2=[CH:10][CH:9]=1. The catalyst class is: 710. (5) Reactant: FC(F)(F)C(O)=O.C([SiH](CC)CC)C.[CH3:15][O:16][C:17]([C:19]1[CH:20]=[C:21]2[C:25](=[CH:26][CH:27]=1)[NH:24][C:23]([CH3:28])=[CH:22]2)=[O:18].[Cl:29][C:30]1[CH:37]=[C:36]([C:38]([F:41])([F:40])[F:39])[CH:35]=[CH:34][C:31]=1[CH:32]=O.[OH-].[Na+].Cl. Product: [Cl:29][C:30]1[CH:37]=[C:36]([C:38]([F:39])([F:40])[F:41])[CH:35]=[CH:34][C:31]=1[CH2:32][C:22]1[C:21]2[C:25](=[CH:26][CH:27]=[C:19]([C:17]([O:16][CH3:15])=[O:18])[CH:20]=2)[NH:24][C:23]=1[CH3:28]. The catalyst class is: 545. (6) Reactant: Br[C:2]1[CH:3]=[CH:4][C:5]([O:17][CH3:18])=[C:6]([CH:16]=1)[CH2:7][O:8][Si](C(C)(C)C)(C)C.C([Li])CCC.[CH3:24][S:25]SC.O.[F-].C([N+](CCCC)(CCCC)CCCC)CCC. Product: [CH3:18][O:17][C:5]1[CH:4]=[CH:3][C:2]([S:25][CH3:24])=[CH:16][C:6]=1[CH2:7][OH:8]. The catalyst class is: 7. (7) Reactant: C(O)(=O)C(O)=O.[CH3:7][O:8][CH2:9][CH2:10][NH:11][NH2:12].[CH3:13][C:14]([CH3:21])([CH3:20])[C:15](=O)[CH2:16][C:17]#[N:18]. Product: [C:14]([C:15]1[CH:16]=[C:17]([NH2:18])[N:11]([CH2:10][CH2:9][O:8][CH3:7])[N:12]=1)([CH3:21])([CH3:20])[CH3:13]. The catalyst class is: 8.